Task: Predict which catalyst facilitates the given reaction.. Dataset: Catalyst prediction with 721,799 reactions and 888 catalyst types from USPTO (1) Reactant: [Cl:1][C:2]1[CH:7]=[CH:6][C:5](/[CH:8]=[CH:9]/[C:10]([O:12]CC)=[O:11])=[C:4]([CH2:15][N:16]2[N:20]=[N:19][C:18]([CH3:21])=[N:17]2)[CH:3]=1.[OH-].[Na+]. Product: [Cl:1][C:2]1[CH:7]=[CH:6][C:5](/[CH:8]=[CH:9]/[C:10]([OH:12])=[O:11])=[C:4]([CH2:15][N:16]2[N:20]=[N:19][C:18]([CH3:21])=[N:17]2)[CH:3]=1. The catalyst class is: 14. (2) Reactant: [O:1]1[C:5]2[CH:6]=[CH:7][C:8]([O:10][C:11]3[CH:12]=[CH:13][C:14]([N+:26]([O-])=O)=[C:15]([CH2:17][NH:18][C:19](=[O:25])[O:20][C:21]([CH3:24])([CH3:23])[CH3:22])[CH:16]=3)=[CH:9][C:4]=2[O:3][CH2:2]1.[Cl-].[NH4+].C(O)C. Product: [NH2:26][C:14]1[CH:13]=[CH:12][C:11]([O:10][C:8]2[CH:7]=[CH:6][C:5]3[O:1][CH2:2][O:3][C:4]=3[CH:9]=2)=[CH:16][C:15]=1[CH2:17][NH:18][C:19](=[O:25])[O:20][C:21]([CH3:23])([CH3:22])[CH3:24]. The catalyst class is: 150. (3) Reactant: [C:1]([O:5][C:6]([N:8]1[CH2:13][CH:12]([C:14]2[CH:19]=[CH:18][C:17]([CH2:20][C:21]([F:24])([F:23])[F:22])=[CH:16][CH:15]=2)[CH2:11][CH:10]([C:25]([OH:27])=O)[CH2:9]1)=[O:7])([CH3:4])([CH3:3])[CH3:2].CN(C(ON1N=NC2C=CC=NC1=2)=[N+](C)C)C.F[P-](F)(F)(F)(F)F.C(N(CC)C(C)C)(C)C.O[N:62]=[C:63]([O:65][CH2:66][CH3:67])[NH2:64]. Product: [CH2:66]([O:65][C:63]1[N:64]=[C:25]([CH:10]2[CH2:11][CH:12]([C:14]3[CH:15]=[CH:16][C:17]([CH2:20][C:21]([F:24])([F:22])[F:23])=[CH:18][CH:19]=3)[CH2:13][N:8]([C:6]([O:5][C:1]([CH3:2])([CH3:4])[CH3:3])=[O:7])[CH2:9]2)[O:27][N:62]=1)[CH3:67]. The catalyst class is: 9.